This data is from Reaction yield outcomes from USPTO patents with 853,638 reactions. The task is: Predict the reaction yield, written as a fraction of the theoretical maximum amount of product (1.0 means a 100% yield; for example, 0.34 means a 34% yield). (1) The reactants are [F:1][C:2]([F:15])([F:14])[C:3]1[CH:12]=[N:11][C:10]2[C:9](=O)[NH:8][CH:7]=[N:6][C:5]=2[CH:4]=1.C1(C)C=CC=CC=1.CCN(C(C)C)C(C)C.O=P(Cl)(Cl)[Cl:34]. The catalyst is CCOC(C)=O.O. The product is [Cl:34][C:9]1[C:10]2[N:11]=[CH:12][C:3]([C:2]([F:15])([F:14])[F:1])=[CH:4][C:5]=2[N:6]=[CH:7][N:8]=1. The yield is 0.960. (2) The reactants are [OH:1][CH2:2][CH2:3][NH:4][CH:5]1[CH2:10][CH2:9][N:8]([C:11]([O:13][CH2:14][C:15]2[CH:20]=[CH:19][CH:18]=[CH:17][CH:16]=2)=[O:12])[CH2:7][CH2:6]1.C(N([CH2:26][CH3:27])CC)C.ClCC(Cl)=[O:31]. The catalyst is C1COCC1. The product is [O:31]=[C:3]1[CH2:2][O:1][CH2:27][CH2:26][N:4]1[CH:5]1[CH2:10][CH2:9][N:8]([C:11]([O:13][CH2:14][C:15]2[CH:16]=[CH:17][CH:18]=[CH:19][CH:20]=2)=[O:12])[CH2:7][CH2:6]1. The yield is 0.440.